Predict the reactants needed to synthesize the given product. From a dataset of Full USPTO retrosynthesis dataset with 1.9M reactions from patents (1976-2016). (1) Given the product [C:15]1(=[O:24])[C:16]2[C:21](=[CH:20][CH:19]=[CH:18][CH:17]=2)[C:22](=[O:23])[NH:14]1, predict the reactants needed to synthesize it. The reactants are: NC1C=C(/C=C/[N:14]2[C:22](=[O:23])[C:21]3[C:16](=[CH:17][CH:18]=[CH:19][CH:20]=3)[C:15]2=[O:24])C=C(C(F)(F)F)C=1.[H][H]. (2) Given the product [CH2:11]([C:10]1[N:14]=[CH:1][C:3]2[C:4](=[CH:5][CH:6]=[CH:7][CH:8]=2)[N:9]=1)[CH3:12], predict the reactants needed to synthesize it. The reactants are: [CH:1]([C:3]1[CH:8]=[CH:7][CH:6]=[CH:5][C:4]=1[NH:9][C:10](=O)[CH2:11][CH3:12])=O.[NH3:14].CO. (3) Given the product [CH:23]1([N:13]2[C:14]3[C:19](=[CH:18][CH:17]=[CH:16][C:15]=3[F:20])[C:11]([C:4]3[CH:5]=[CH:6][C:7]([O:9][CH3:10])=[CH:8][C:3]=3[O:2][CH3:1])=[N:12]2)[CH2:27][CH2:26][CH2:25][CH2:24]1, predict the reactants needed to synthesize it. The reactants are: [CH3:1][O:2][C:3]1[CH:8]=[C:7]([O:9][CH3:10])[CH:6]=[CH:5][C:4]=1[C:11]1[C:19]2[C:14](=[C:15]([F:20])[CH:16]=[CH:17][CH:18]=2)[NH:13][N:12]=1.[H-].[Na+].[CH:23]1(Br)[CH2:27][CH2:26][CH2:25][CH2:24]1. (4) Given the product [ClH:18].[F:1][C:2]1[CH:7]=[C:6]([C:8]([F:11])([F:10])[F:9])[CH:5]=[CH:4][C:3]=1[C@:12]12[CH2:17][C@H:16]1[CH2:15][N:14]([CH2:19][CH2:20][CH2:21][S:22][C:23]1[N:27]([CH3:28])[C:26]([C:29]3[O:33][CH:32]=[N:31][C:30]=3[CH3:34])=[N:25][N:24]=1)[CH2:13]2, predict the reactants needed to synthesize it. The reactants are: [F:1][C:2]1[CH:7]=[C:6]([C:8]([F:11])([F:10])[F:9])[CH:5]=[CH:4][C:3]=1[C@:12]12[CH2:17][C@H:16]1[CH2:15][NH:14][CH2:13]2.[Cl:18][CH2:19][CH2:20][CH2:21][S:22][C:23]1[N:27]([CH3:28])[C:26]([C:29]2[O:33][CH:32]=[N:31][C:30]=2[CH3:34])=[N:25][N:24]=1.C([O-])([O-])=O.[K+].[K+].[Na+].[I-]. (5) Given the product [N+:32]([C:29]1[CH:28]=[CH:27][C:26]([O:25][C:23]([N:12]2[CH2:11][CH2:10][N:9]([C:3]3[CH:4]=[CH:5][C:6]([F:8])=[CH:7][C:2]=3[F:1])[CH2:14][CH2:13]2)=[O:24])=[CH:31][CH:30]=1)([O-:34])=[O:33], predict the reactants needed to synthesize it. The reactants are: [F:1][C:2]1[CH:7]=[C:6]([F:8])[CH:5]=[CH:4][C:3]=1[N:9]1[CH2:14][CH2:13][NH:12][CH2:11][CH2:10]1.C(N(CC)CC)C.Cl[C:23]([O:25][C:26]1[CH:31]=[CH:30][C:29]([N+:32]([O-:34])=[O:33])=[CH:28][CH:27]=1)=[O:24]. (6) Given the product [CH2:1]([CH:3]([CH2:22][CH2:23][CH2:24][CH3:25])[CH2:4][O:5][C:6]([CH:7]1[CH2:9][C:10](=[O:12])[N:30]([CH2:29][CH:28]([CH2:26][CH3:27])[CH2:31][CH2:32][CH2:33][CH3:34])[CH2:8]1)=[O:21])[CH3:2], predict the reactants needed to synthesize it. The reactants are: [CH2:1]([CH:3]([CH2:22][CH2:23][CH2:24][CH3:25])[CH2:4][O:5][C:6](=[O:21])[C:7]([CH2:9][C:10]([O:12]CC(CC)CCCC)=O)=[CH2:8])[CH3:2].[CH2:26]([CH:28]([CH2:31][CH2:32][CH2:33][CH3:34])[CH2:29][NH2:30])[CH3:27].